From a dataset of Full USPTO retrosynthesis dataset with 1.9M reactions from patents (1976-2016). Predict the reactants needed to synthesize the given product. (1) Given the product [OH:15][CH2:14][CH2:13][CH:10]1[CH2:11][N:7]([CH2:6][C:5]2[CH:21]=[CH:22][C:2]([CH3:1])=[CH:3][CH:4]=2)[C:8](=[O:20])[N:9]1[CH2:17][CH2:18][CH3:19], predict the reactants needed to synthesize it. The reactants are: [CH3:1][C:2]1[CH:22]=[CH:21][C:5]([CH2:6][N:7]2[C:11](=O)[CH:10]([CH2:13][C:14](O)=[O:15])[N:9]([CH2:17][CH2:18][CH3:19])[C:8]2=[O:20])=[CH:4][CH:3]=1. (2) Given the product [CH3:9][C:8]([OH:10])([CH3:11])[CH2:7][O:6][C:5]1[CH:12]=[CH:13][C:2]([B:22]2[O:23][C:24]([CH3:26])([CH3:25])[C:20]([CH3:36])([CH3:19])[O:21]2)=[CH:3][CH:4]=1, predict the reactants needed to synthesize it. The reactants are: Br[C:2]1[CH:13]=[CH:12][C:5]([O:6][CH2:7][C:8]([CH3:11])([OH:10])[CH3:9])=[CH:4][CH:3]=1.CC([O-])=O.[K+].[CH3:19][C:20]1([CH3:36])[C:24]([CH3:26])([CH3:25])[O:23][B:22]([B:22]2[O:23][C:24]([CH3:26])([CH3:25])[C:20]([CH3:36])([CH3:19])[O:21]2)[O:21]1. (3) Given the product [C:24]([C:26]1[CH:27]=[CH:28][C:29]([CH2:32][C:33]([NH:35][C:2]2[CH:7]=[C:6]([C:8]([C:10]3[C:18]4[CH:17]=[N:16][CH:15]=[N:14][C:13]=4[N:12]([CH:19]([CH3:21])[CH3:20])[CH:11]=3)=[O:9])[CH:5]=[C:4]([O:22][CH3:23])[N:3]=2)=[O:34])=[CH:30][CH:31]=1)#[N:25], predict the reactants needed to synthesize it. The reactants are: Cl[C:2]1[CH:7]=[C:6]([C:8]([C:10]2[C:18]3[CH:17]=[N:16][CH:15]=[N:14][C:13]=3[N:12]([CH:19]([CH3:21])[CH3:20])[CH:11]=2)=[O:9])[CH:5]=[C:4]([O:22][CH3:23])[N:3]=1.[C:24]([C:26]1[CH:31]=[CH:30][C:29]([CH2:32][C:33]([NH2:35])=[O:34])=[CH:28][CH:27]=1)#[N:25].CC1(C)C2C(=C(P(C3C=CC=CC=3)C3C=CC=CC=3)C=CC=2)OC2C(P(C3C=CC=CC=3)C3C=CC=CC=3)=CC=CC1=2.C(=O)([O-])[O-].[Cs+].[Cs+].